From a dataset of Reaction yield outcomes from USPTO patents with 853,638 reactions. Predict the reaction yield, written as a fraction of the theoretical maximum amount of product (1.0 means a 100% yield; for example, 0.34 means a 34% yield). (1) The reactants are [Mn]([O-])(=O)(=O)=[O:2].[K+].[CH3:7][O:8][C:9]1[C:10]([N+:19]([O-:21])=[O:20])=[C:11]([CH:14]=[CH:15][C:16]=1[O:17][CH3:18])[CH:12]=[O:13]. The catalyst is C(O)(=O)C. The product is [CH3:7][O:8][C:9]1[C:10]([N+:19]([O-:21])=[O:20])=[C:11]([CH:14]=[CH:15][C:16]=1[O:17][CH3:18])[C:12]([OH:2])=[O:13]. The yield is 0.810. (2) The reactants are FC(F)(F)S(O[C:7]1[CH2:8][C@H:9]2[C:15](=[O:16])[N:14]([CH2:17][O:18][CH2:19][CH2:20][Si:21]([CH3:24])([CH3:23])[CH3:22])[C:13]3[CH:25]=[C:26]([O:31][CH2:32][CH2:33][CH2:34][O:35][C:36]4[C:37]([O:67][CH3:68])=[CH:38][C:39]5[C:45](=[O:46])[N:44]6[CH:47]=[C:48]([C:50]7[CH:55]=[CH:54][C:53]([NH2:56])=[CH:52][CH:51]=7)[CH2:49][C@H:43]6[C:42](=[O:57])[N:41]([CH2:58][O:59][CH2:60][CH2:61][Si:62]([CH3:65])([CH3:64])[CH3:63])[C:40]=5[CH:66]=4)[C:27]([O:29][CH3:30])=[CH:28][C:12]=3[C:11](=[O:69])[N:10]2[CH:70]=1)(=O)=O.[OH2:73]. The product is [NH2:56][C:53]1[CH:54]=[CH:55][C:50]([C:48]2[CH2:49][C@@H:43]3[N:44]([CH:47]=2)[C:45](=[O:46])[C:39]2[CH:38]=[C:37]([O:67][CH3:68])[C:36]([O:35][CH2:34][CH2:33][CH2:32][O:31][C:26]4[C:27]([O:29][CH3:30])=[CH:28][C:12]5[C:11](=[O:69])[N:10]6[CH:70]=[C:7]([C:25]7[CH:13]=[CH:12][C:28]8[O:73][CH2:30][O:29][C:27]=8[CH:26]=7)[CH2:8][C@H:9]6[C:15](=[O:16])[N:14]([CH2:17][O:18][CH2:19][CH2:20][Si:21]([CH3:22])([CH3:23])[CH3:24])[C:13]=5[CH:25]=4)=[CH:66][C:40]=2[N:41]([CH2:58][O:59][CH2:60][CH2:61][Si:62]([CH3:64])([CH3:65])[CH3:63])[C:42]3=[O:57])=[CH:51][CH:52]=1. The catalyst is C(O)C.C1(C)C=CC=CC=1.C1C=CC([P]([Pd]([P](C2C=CC=CC=2)(C2C=CC=CC=2)C2C=CC=CC=2)([P](C2C=CC=CC=2)(C2C=CC=CC=2)C2C=CC=CC=2)[P](C2C=CC=CC=2)(C2C=CC=CC=2)C2C=CC=CC=2)(C2C=CC=CC=2)C2C=CC=CC=2)=CC=1. The yield is 0.710. (3) The reactants are [Cl:1][C:2]1[C:3]2[CH:10]=[CH:9][N:8]([C@@H:11]3[CH2:16][CH2:15][CH2:14][N:13]([C:17]([O:19][C:20]([CH3:23])([CH3:22])[CH3:21])=[O:18])[CH2:12]3)[C:4]=2[N:5]=[CH:6][N:7]=1.C1C(=O)N([I:31])C(=O)C1.O. The catalyst is CN(C=O)C. The product is [Cl:1][C:2]1[C:3]2[C:10]([I:31])=[CH:9][N:8]([C@@H:11]3[CH2:16][CH2:15][CH2:14][N:13]([C:17]([O:19][C:20]([CH3:23])([CH3:22])[CH3:21])=[O:18])[CH2:12]3)[C:4]=2[N:5]=[CH:6][N:7]=1. The yield is 0.860. (4) The reactants are [CH3:1][CH:2]1[CH2:7][CH2:6][CH:5]([O:8][C:9]2[CH:18]=[CH:17][CH:16]=[C:15]3[C:10]=2[CH:11]=[CH:12][C:13]([CH2:19]OS(C)(=O)=O)=[CH:14]3)[CH2:4][CH2:3]1.CN(C=O)C.Cl.C[O:32][C:33]([CH:35]1[CH2:42][CH:41]2[NH:43][CH:37]([CH2:38][CH2:39][CH2:40]2)[CH2:36]1)=[O:34].C(=O)([O-])[O-].[Cs+].[Cs+].O1CCCC1.[OH-].[Li+].O. The catalyst is CCOC(C)=O. The product is [CH3:1][C@@H:2]1[CH2:7][CH2:6][C@H:5]([O:8][C:9]2[CH:18]=[CH:17][CH:16]=[C:15]3[C:10]=2[CH:11]=[CH:12][C:13]([CH2:19][N:43]2[CH:41]4[CH2:40][CH2:39][CH2:38][CH:37]2[CH2:36][CH:35]([C:33]([OH:32])=[O:34])[CH2:42]4)=[CH:14]3)[CH2:4][CH2:3]1. The yield is 0.410. (5) The reactants are [CH3:1][C:2]([CH3:9])([CH2:7][OH:8])[C@@H:3]([OH:6])[CH2:4][OH:5].O(Cl)Cl.[P+5].CO[CH:16](OC)[C:17]1[CH:22]=[CH:21][C:20]([O:23][CH3:24])=[CH:19][CH:18]=1. The catalyst is ClCCl. The product is [CH3:1][C:2]1([CH3:9])[CH2:7][O:8][CH:16]([C:17]2[CH:22]=[CH:21][C:20]([O:23][CH3:24])=[CH:19][CH:18]=2)[O:6][C@H:3]1[CH2:4][OH:5]. The yield is 0.660.